Dataset: Forward reaction prediction with 1.9M reactions from USPTO patents (1976-2016). Task: Predict the product of the given reaction. (1) Given the reactants C(N(CC)CC)C.[F:8][C:9]1[CH:10]=[C:11]2[C:15](=[CH:16][CH:17]=1)[N:14](C(OC(C)(C)C)=O)[CH:13]=[C:12]2[CH:25]=[O:26].[CH3:27][O:28][C:29]1[CH:30]=[C:31]([CH2:43][OH:44])[CH:32]=[C:33]([N:35]=[CH:36][C:37]2[CH:38]=[N:39][CH:40]=[CH:41][CH:42]=2)[CH:34]=1, predict the reaction product. The product is: [F:8][C:9]1[CH:10]=[C:11]2[C:15](=[CH:16][CH:17]=1)[NH:14][CH:13]=[C:12]2[C:25](=[O:26])[CH:36]([NH:35][C:33]1[CH:34]=[C:29]([O:28][CH3:27])[CH:30]=[C:31]([CH2:43][OH:44])[CH:32]=1)[C:37]1[CH:38]=[N:39][CH:40]=[CH:41][CH:42]=1. (2) The product is: [CH3:1][O:2][CH2:3][O:4][C:5]1[CH:13]=[C:12]2[C:8]([CH2:9][CH2:10][CH2:11]2)=[CH:7][C:6]=1[NH:14][S:21]([C:18]1[S:19][CH:20]=[C:16]([CH3:15])[N:17]=1)(=[O:23])=[O:22]. Given the reactants [CH3:1][O:2][CH2:3][O:4][C:5]1[CH:13]=[C:12]2[C:8]([CH2:9][CH2:10][CH2:11]2)=[CH:7][C:6]=1[NH2:14].[CH3:15][C:16]1[N:17]=[C:18]([S:21](Cl)(=[O:23])=[O:22])[S:19][CH:20]=1.COC(C)(C)C, predict the reaction product. (3) Given the reactants [CH:1](=O)[CH2:2][CH2:3][CH2:4][CH2:5][CH2:6][CH2:7][CH2:8][CH2:9][CH2:10][CH2:11][CH3:12].[ClH:14].Cl.[F:16][C:17]1[CH:22]=[C:21]([F:23])[CH:20]=[CH:19][C:18]=1[NH:24][C:25]([NH:27][C:28]([NH2:30])=[NH:29])=[NH:26], predict the reaction product. The product is: [ClH:14].[CH2:2]([CH:1]1[N:24]([C:18]2[CH:19]=[CH:20][C:21]([F:23])=[CH:22][C:17]=2[F:16])[C:25]([NH2:26])=[N:27][C:28]([NH2:30])=[N:29]1)[CH2:3][CH2:4][CH2:5][CH2:6][CH2:7][CH2:8][CH2:9][CH2:10][CH2:11][CH3:12].